From a dataset of Full USPTO retrosynthesis dataset with 1.9M reactions from patents (1976-2016). Predict the reactants needed to synthesize the given product. (1) Given the product [C:2]1([C:1]2[CH:18]([C:19]3[CH:24]=[CH:23][CH:22]=[CH:21][CH:20]=3)[C:17]([CH3:16])([N:25]3[CH2:29][CH2:28][CH2:27][CH2:26]3)[O:9][N:8]=2)[CH:7]=[CH:6][CH:5]=[CH:4][CH:3]=1, predict the reactants needed to synthesize it. The reactants are: [C:1](#[N+:8][O-:9])[C:2]1[CH:7]=[CH:6][CH:5]=[CH:4][CH:3]=1.C1C=CC=CC=1.[CH3:16][C:17]([N:25]1[CH2:29][CH2:28][CH2:27][CH2:26]1)=[CH:18][C:19]1[CH:24]=[CH:23][CH:22]=[CH:21][CH:20]=1. (2) Given the product [CH3:2][C:3]1[CH:27]=[CH:26][C:6]([C:7]([NH:9][C:10]2[CH:15]=[C:14]([C:16]([F:17])([F:18])[F:19])[CH:13]=[C:12]([N:20]3[CH:24]=[C:23]([CH3:25])[N:22]=[CH:21]3)[CH:11]=2)=[O:8])=[CH:5][C:4]=1[NH:28][C:29]1[N:34]=[C:33]([C:35]2[CH:36]=[N:37][CH:38]=[CH:39][CH:40]=2)[CH:32]=[CH:31][N:30]=1, predict the reactants needed to synthesize it. The reactants are: Cl.[CH3:2][C:3]1[CH:27]=[CH:26][C:6]([C:7]([NH:9][C:10]2[CH:15]=[C:14]([C:16]([F:19])([F:18])[F:17])[CH:13]=[C:12]([N:20]3[CH:24]=[C:23]([CH3:25])[N:22]=[CH:21]3)[CH:11]=2)=[O:8])=[CH:5][C:4]=1[NH:28][C:29]1[N:34]=[C:33]([C:35]2[CH:36]=[N:37][CH:38]=[CH:39][CH:40]=2)[CH:32]=[CH:31][N:30]=1.